Dataset: Blood-brain barrier permeability classification from the B3DB database. Task: Regression/Classification. Given a drug SMILES string, predict its absorption, distribution, metabolism, or excretion properties. Task type varies by dataset: regression for continuous measurements (e.g., permeability, clearance, half-life) or binary classification for categorical outcomes (e.g., BBB penetration, CYP inhibition). Dataset: b3db_classification. (1) The molecule is C[C@@H](Oc1ccccc1)C(=O)N[C@H]1C(=O)N2[C@H]1SC(C)(C)[C@H]2C(=O)O. The result is 0 (does not penetrate BBB). (2) The molecule is CSCC[C@@H](NC(C)=O)C(=O)Oc1ccc(NC(C)=O)cc1. The result is 1 (penetrates BBB). (3) The molecule is O=S1(=O)N[C@H]2CCCN2c2ccccc21. The result is 1 (penetrates BBB). (4) The molecule is CN1C(=O)[C@H](O)N=C(c2ccccc2Cl)c2cc(Cl)ccc21. The result is 1 (penetrates BBB). (5) The drug is NC(=O)NC(=O)Cc1ccccc1. The result is 1 (penetrates BBB).